Dataset: Full USPTO retrosynthesis dataset with 1.9M reactions from patents (1976-2016). Task: Predict the reactants needed to synthesize the given product. (1) Given the product [Br:1][C:2]1[CH:10]=[CH:9][C:8]([F:11])=[CH:7][C:3]=1[C:4]1[O:5][N:24]=[C:21]([CH3:22])[N:23]=1, predict the reactants needed to synthesize it. The reactants are: [Br:1][C:2]1[CH:10]=[CH:9][C:8]([F:11])=[CH:7][C:3]=1[C:4](Cl)=[O:5].CCN(C(C)C)C(C)C.[C:21](=[N:24]O)([NH2:23])[CH3:22]. (2) Given the product [CH2:1]([O:3][C:4]([C:6]1[O:10][C:9]([C:17]2[CH:18]=[CH:19][C:14]([C:12]#[N:13])=[CH:15][C:16]=2[F:23])=[N:8][CH:7]=1)=[O:5])[CH3:2], predict the reactants needed to synthesize it. The reactants are: [CH2:1]([O:3][C:4]([C:6]1[O:10][C:9](Cl)=[N:8][CH:7]=1)=[O:5])[CH3:2].[C:12]([C:14]1[CH:19]=[CH:18][C:17](B(O)O)=[C:16]([F:23])[CH:15]=1)#[N:13]. (3) Given the product [CH3:77][O:76][C:69]1[CH:70]=[C:71]([O:74][CH3:75])[CH:72]=[CH:73][C:68]=1[C:67]1[C:61]2[O:60][CH:59]([CH2:58][NH2:55])[CH2:63][C:62]=2[CH:64]=[CH:65][CH:66]=1, predict the reactants needed to synthesize it. The reactants are: CC1C=CC(S(OCC2CC3C=CC=C(C4C=CC(OC)=CC=4OC)C=3O2)(=O)=O)=CC=1.[N-]=[N+]=[N-].[Na+].N(CC1CC2C=C(Cl)C=C(C3C=CSC=3)C=2O1)=[N+]=[N-].[N:55]([CH2:58][CH:59]1[CH2:63][C:62]2[CH:64]=[CH:65][CH:66]=[C:67]([C:68]3[CH:73]=[CH:72][C:71]([O:74][CH3:75])=[CH:70][C:69]=3[O:76][CH3:77])[C:61]=2[O:60]1)=[N+]=[N-].[N-]=[N+]=[N-]. (4) Given the product [CH3:22][N:23]([N:12]=[N:1][C:2]1[CH:3]=[C:4]([C:7]([O:9][CH3:10])=[O:8])[S:5][CH:6]=1)[CH3:24], predict the reactants needed to synthesize it. The reactants are: [NH2:1][C:2]1[CH:3]=[C:4]([C:7]([O:9][CH3:10])=[O:8])[S:5][CH:6]=1.Cl.[N:12]([O-])=O.[Na+].C([O-])([O-])=O.[K+].[K+].[CH3:22][NH:23][CH3:24]. (5) Given the product [C:18]([C:17]1[CH:12]([C:5]2[CH:6]=[CH:7][C:8]([C:10]#[N:11])=[CH:9][C:4]=2[C:3]([OH:34])=[O:2])[N:13]([CH3:33])[C:14](=[O:32])[N:15]([C:22]2[CH:27]=[CH:26][CH:25]=[C:24]([C:28]([F:31])([F:30])[F:29])[CH:23]=2)[C:16]=1[CH3:21])(=[O:20])[CH3:19], predict the reactants needed to synthesize it. The reactants are: C[O:2][C:3](=[O:34])[C:4]1[CH:9]=[C:8]([C:10]#[N:11])[CH:7]=[CH:6][C:5]=1[CH:12]1[C:17]([C:18](=[O:20])[CH3:19])=[C:16]([CH3:21])[N:15]([C:22]2[CH:27]=[CH:26][CH:25]=[C:24]([C:28]([F:31])([F:30])[F:29])[CH:23]=2)[C:14](=[O:32])[N:13]1[CH3:33].[OH-].[Li+].O.Cl. (6) Given the product [CH3:16][N:13]([CH3:14])[CH2:12][CH2:11][N:7]1[C:8]2[C:4](=[CH:3][C:2]([NH:1][S:23]([C:21]3[C:20]4[CH:27]=[CH:28][CH:29]=[CH:30][C:19]=4[S:18][CH:22]=3)(=[O:24])=[O:25])=[CH:10][CH:9]=2)[CH:5]=[CH:6]1, predict the reactants needed to synthesize it. The reactants are: [NH2:1][C:2]1[CH:3]=[C:4]2[C:8](=[CH:9][CH:10]=1)[N:7]([CH2:11][CH2:12][N:13]([CH2:16]C)[CH2:14]C)[CH:6]=[CH:5]2.[S:18]1[CH:22]=[C:21]([S:23](Cl)(=[O:25])=[O:24])[C:20]2[CH:27]=[CH:28][CH:29]=[CH:30][C:19]1=2. (7) Given the product [CH3:26][N:27]([CH3:44])[C:28](=[O:43])[CH2:29][O:30][C:31]1[CH:36]=[CH:35][C:34]([C:37]([F:41])([F:42])[C:38]([NH:1][CH2:2][C:3]2[CH:4]=[C:5]3[C:9](=[CH:10][CH:11]=2)[C:8](=[O:12])[N:7]([CH:13]2[CH2:18][CH2:17][C:16](=[O:19])[NH:15][C:14]2=[O:20])[CH2:6]3)=[O:39])=[CH:33][CH:32]=1, predict the reactants needed to synthesize it. The reactants are: [NH2:1][CH2:2][C:3]1[CH:4]=[C:5]2[C:9](=[CH:10][CH:11]=1)[C:8](=[O:12])[N:7]([CH:13]1[CH2:18][CH2:17][C:16](=[O:19])[NH:15][C:14]1=[O:20])[CH2:6]2.S(O)(=O)(=O)C.[CH3:26][N:27]([CH3:44])[C:28](=[O:43])[CH2:29][O:30][C:31]1[CH:36]=[CH:35][C:34]([C:37]([F:42])([F:41])[C:38](O)=[O:39])=[CH:33][CH:32]=1.C(N(C(C)C)CC)(C)C.F[P-](F)(F)(F)(F)F.CN(C(N(C)C)=[N+]1C2C(=NC=CC=2)[N+]([O-])=N1)C. (8) Given the product [F:1][C:2]1[CH:3]=[C:4]([C:8]2[CH:9]=[CH:10][C:11]([C:14]([NH:16][C@H:17]3[CH2:21][CH2:20][C@@H:19]([C:22](=[O:24])[NH:25][CH2:26][C:27]([OH:29])([CH3:30])[CH3:28])[CH2:18]3)=[O:15])=[CH:12][N:13]=2)[CH:5]=[CH:6][CH:7]=1, predict the reactants needed to synthesize it. The reactants are: [F:1][C:2]1[CH:3]=[C:4]([C:8]2[N:13]=[CH:12][C:11]([C:14]([NH:16][C@H:17]3[CH2:21][CH2:20][C@@H:19]([C:22]([OH:24])=O)[CH2:18]3)=[O:15])=[CH:10][CH:9]=2)[CH:5]=[CH:6][CH:7]=1.[NH2:25][CH2:26][C:27]([CH3:30])([OH:29])[CH3:28]. (9) Given the product [C:13]([O:12][C:10](=[O:11])[CH2:9][CH:8]([C:17]([OH:19])=[O:18])[CH2:7][C:6]([O:5][C:1]([CH3:3])([CH3:2])[CH3:4])=[O:23])([CH3:14])([CH3:15])[CH3:16], predict the reactants needed to synthesize it. The reactants are: [C:1]([O:5][C:6](=[O:23])[CH2:7][C:8](C(O)=O)([C:17]([OH:19])=[O:18])[CH2:9][C:10]([O:12][C:13]([CH3:16])([CH3:15])[CH3:14])=[O:11])([CH3:4])([CH3:3])[CH3:2].C(O)=O. (10) Given the product [C:16]([S@@:19](/[N:21]=[CH:1]/[C:3]1[S:7][C:6]([C:8]([O:10][C:11]([CH3:14])([CH3:13])[CH3:12])=[O:9])=[CH:5][CH:4]=1)=[O:20])([CH3:18])([CH3:17])[CH3:15], predict the reactants needed to synthesize it. The reactants are: [CH:1]([C:3]1[S:7][C:6]([C:8]([O:10][C:11]([CH3:14])([CH3:13])[CH3:12])=[O:9])=[CH:5][CH:4]=1)=O.[CH3:15][C:16]([S@@:19]([NH2:21])=[O:20])([CH3:18])[CH3:17].